This data is from CYP2D6 inhibition data for predicting drug metabolism from PubChem BioAssay. The task is: Regression/Classification. Given a drug SMILES string, predict its absorption, distribution, metabolism, or excretion properties. Task type varies by dataset: regression for continuous measurements (e.g., permeability, clearance, half-life) or binary classification for categorical outcomes (e.g., BBB penetration, CYP inhibition). Dataset: cyp2d6_veith. (1) The compound is COc1ccc(CCNc2nc(-c3cccnc3)cs2)cc1OC. The result is 1 (inhibitor). (2) The molecule is COc1ccc2c(c1)c(CC(=O)OCC(=O)O)c(C)n2C(=O)c1ccc(Cl)cc1. The result is 0 (non-inhibitor). (3) The result is 1 (inhibitor). The compound is COc1ccc2c3c1O[C@H]1C[C@H](O)C=C[C@@]31CCN(C)C2. (4) The drug is CN(C)CCNS(=O)(=O)N(C)C. The result is 0 (non-inhibitor). (5) The drug is c1ccc(-c2nnc(SCc3nc4ccccc4[nH]3)n2Cc2ccco2)cc1. The result is 1 (inhibitor). (6) The drug is CCOC(=O)c1c(NC(=O)Nc2ccccc2)sc(C)c1C. The result is 0 (non-inhibitor). (7) The molecule is CCNc1ncc2nc(C)c(=O)n(CCC#N)c2n1. The result is 0 (non-inhibitor).